From a dataset of Full USPTO retrosynthesis dataset with 1.9M reactions from patents (1976-2016). Predict the reactants needed to synthesize the given product. (1) Given the product [O:6]1[CH:7]=[CH:8][N:9]=[C:5]1[C:3]([C@@H:2]([NH:1][C:26](=[O:27])[C@@H:25]([C@H:29]([OH:38])[C:30]([N:32]1[CH2:37][CH2:36][O:35][CH2:34][CH2:33]1)=[O:31])[CH2:24][CH2:23][CH2:22][C:17]1[CH:18]=[CH:19][CH:20]=[CH:21][C:16]=1[O:15][CH:14]([F:13])[F:39])[CH2:10][CH3:11])=[O:4], predict the reactants needed to synthesize it. The reactants are: [NH2:1][C@@H:2]([CH2:10][CH3:11])[C:3]([C:5]1[O:6][CH:7]=[CH:8][N:9]=1)=[O:4].Cl.[F:13][CH:14]([F:39])[O:15][C:16]1[CH:21]=[CH:20][CH:19]=[CH:18][C:17]=1[CH2:22][CH2:23][CH2:24][C@H:25]([C@H:29]([OH:38])[C:30]([N:32]1[CH2:37][CH2:36][O:35][CH2:34][CH2:33]1)=[O:31])[C:26](O)=[O:27]. (2) Given the product [CH3:3][C:4]1[CH:13]=[C:12]([N:14]2[CH2:18][CH2:17][CH2:16][CH2:15]2)[C:11]2[C:6](=[CH:7][C:8]([CH2:19][O:20][C:23]3[CH:28]=[CH:27][N:26]=[CH:25][CH:24]=3)=[CH:9][CH:10]=2)[N:5]=1, predict the reactants needed to synthesize it. The reactants are: [H-].[Na+].[CH3:3][C:4]1[CH:13]=[C:12]([N:14]2[CH2:18][CH2:17][CH2:16][CH2:15]2)[C:11]2[C:6](=[CH:7][C:8]([CH2:19][OH:20])=[CH:9][CH:10]=2)[N:5]=1.Cl.Cl[C:23]1[CH:28]=[CH:27][N:26]=[CH:25][CH:24]=1.